This data is from Forward reaction prediction with 1.9M reactions from USPTO patents (1976-2016). The task is: Predict the product of the given reaction. (1) Given the reactants [CH3:1][O:2][C:3]1[N:11]=[C:10]([O:12][CH3:13])[CH:9]=[CH:8][C:4]=1[C:5]([OH:7])=[O:6].S(=O)(=O)(O)O.[CH2:19](O)[CH3:20], predict the reaction product. The product is: [CH2:19]([O:6][C:5](=[O:7])[C:4]1[CH:8]=[CH:9][C:10]([O:12][CH3:13])=[N:11][C:3]=1[O:2][CH3:1])[CH3:20]. (2) Given the reactants [C:1]([C:5]1[CH:11]=[CH:10][C:8]([NH2:9])=[C:7]([N+:12]([O-])=O)[CH:6]=1)([CH3:4])([CH3:3])[CH3:2].[N:15]#[C:16][NH2:17].[CH]Cl.[OH-:20].[Na+], predict the reaction product. The product is: [C:1]([C:5]1[CH:11]=[CH:10][C:8]2[N+:9]([O-:20])=[N:15][C:16]([NH2:17])=[N:12][C:7]=2[CH:6]=1)([CH3:4])([CH3:3])[CH3:2].